This data is from Peptide-MHC class I binding affinity with 185,985 pairs from IEDB/IMGT. The task is: Regression. Given a peptide amino acid sequence and an MHC pseudo amino acid sequence, predict their binding affinity value. This is MHC class I binding data. (1) The peptide sequence is IEELRQHLL. The MHC is HLA-A32:01 with pseudo-sequence HLA-A32:01. The binding affinity (normalized) is 0. (2) The peptide sequence is GLYNHNNTTY. The MHC is HLA-A33:01 with pseudo-sequence HLA-A33:01. The binding affinity (normalized) is 0.117. (3) The peptide sequence is TVMDIISRK. The MHC is HLA-A03:01 with pseudo-sequence HLA-A03:01. The binding affinity (normalized) is 0.695. (4) The peptide sequence is LFVTIYSHL. The MHC is HLA-A23:01 with pseudo-sequence HLA-A23:01. The binding affinity (normalized) is 0.795. (5) The peptide sequence is QEGSHLEVQGY. The binding affinity (normalized) is 0. The MHC is Mamu-B17 with pseudo-sequence Mamu-B17. (6) The peptide sequence is LLAAVASSY. The MHC is HLA-B40:01 with pseudo-sequence HLA-B40:01. The binding affinity (normalized) is 0.213.